This data is from Full USPTO retrosynthesis dataset with 1.9M reactions from patents (1976-2016). The task is: Predict the reactants needed to synthesize the given product. (1) Given the product [CH:1]1([N:4]2[CH2:7][CH:6]([C:8]([OH:10])=[O:9])[CH2:5]2)[CH2:3][CH2:2]1, predict the reactants needed to synthesize it. The reactants are: [CH:1]1([N:4]2[CH2:7][CH:6]([C:8]([O:10]CC)=[O:9])[CH2:5]2)[CH2:3][CH2:2]1.[OH-].[Na+].Cl. (2) Given the product [C:15]12([NH:25][C:2]3[NH:7][C:6]4[CH:8]=[C:9]([Cl:11])[S:10][C:5]=4[S:4](=[O:13])(=[O:12])[N:3]=3)[CH2:22][CH:21]3[CH2:20][CH:19]([CH2:18][CH:17]([CH2:23]3)[CH2:16]1)[CH2:24]2, predict the reactants needed to synthesize it. The reactants are: Cl[C:2]1[NH:7][C:6]2[CH:8]=[C:9]([Cl:11])[S:10][C:5]=2[S:4](=[O:13])(=[O:12])[N:3]=1.Cl.[C:15]12([NH2:25])[CH2:24][CH:19]3[CH2:20][CH:21]([CH2:23][CH:17]([CH2:18]3)[CH2:16]1)[CH2:22]2.C(N(CC)CC)C.C.